Task: Predict the product of the given reaction.. Dataset: Forward reaction prediction with 1.9M reactions from USPTO patents (1976-2016) (1) Given the reactants [CH3:1][O:2][CH2:3][CH2:4][N:5]1[CH2:11][CH2:10][C:9]2[CH:12]=[C:13]([NH2:16])[CH:14]=[CH:15][C:8]=2[CH2:7][CH2:6]1.Cl[C:18]1[N:23]=[C:22]([NH:24][C:25]2[CH:26]=[CH:27][C:28]([N:36]3[CH2:41][CH2:40][N:39]([CH:42]([CH3:44])[CH3:43])[CH2:38][CH2:37]3)=[C:29]3[C:33]=2[C:32](=[O:34])[N:31]([CH3:35])[CH2:30]3)[C:21]([Cl:45])=[CH:20][N:19]=1, predict the reaction product. The product is: [Cl:45][C:21]1[C:22]([NH:24][C:25]2[CH:26]=[CH:27][C:28]([N:36]3[CH2:37][CH2:38][N:39]([CH:42]([CH3:44])[CH3:43])[CH2:40][CH2:41]3)=[C:29]3[C:33]=2[C:32](=[O:34])[N:31]([CH3:35])[CH2:30]3)=[N:23][C:18]([NH:16][C:13]2[CH:14]=[CH:15][C:8]3[CH2:7][CH2:6][N:5]([CH2:4][CH2:3][O:2][CH3:1])[CH2:11][CH2:10][C:9]=3[CH:12]=2)=[N:19][CH:20]=1. (2) Given the reactants [Cl:1][C:2]1[C:10]2[C:9]3[CH2:11][N:12]([CH2:21][CH2:22][N:23]4[CH2:28][CH2:27][CH2:26][CH2:25][CH2:24]4)[C:13](=[O:20])[C@H:14]([CH2:16][C:17]([OH:19])=O)[CH2:15][C:8]=3[CH:7]=[C:6]([Cl:29])[C:5]=2[NH:4][N:3]=1.C(N(CC)C(C)C)(C)C.CN(C(ON1N=NC2C=CC=CC1=2)=[N+](C)C)C.[B-](F)(F)(F)F.Cl.Cl.[NH:63]1[CH2:68][CH2:67][CH:66]([N:69]2[C:77]3[C:72](=[N:73][CH:74]=[CH:75][CH:76]=3)[NH:71][C:70]2=[O:78])[CH2:65][CH2:64]1, predict the reaction product. The product is: [Cl:1][C:2]1[C:10]2[C:9]3[CH2:11][N:12]([CH2:21][CH2:22][N:23]4[CH2:28][CH2:27][CH2:26][CH2:25][CH2:24]4)[C:13](=[O:20])[C@H:14]([CH2:16][C:17](=[O:19])[N:63]4[CH2:64][CH2:65][CH:66]([N:69]5[C:77]6[C:72](=[N:73][CH:74]=[CH:75][CH:76]=6)[NH:71][C:70]5=[O:78])[CH2:67][CH2:68]4)[CH2:15][C:8]=3[CH:7]=[C:6]([Cl:29])[C:5]=2[NH:4][N:3]=1. (3) Given the reactants [O:1]1[CH:5]=[CH:4][CH:3]=[C:2]1[C:6]1[CH:7]=[C:8]([CH2:12][CH2:13][C:14]([O:16]CC)=[O:15])[CH:9]=[CH:10][CH:11]=1.[Li+].[OH-], predict the reaction product. The product is: [O:1]1[CH:5]=[CH:4][CH:3]=[C:2]1[C:6]1[CH:7]=[C:8]([CH2:12][CH2:13][C:14]([OH:16])=[O:15])[CH:9]=[CH:10][CH:11]=1.